This data is from Forward reaction prediction with 1.9M reactions from USPTO patents (1976-2016). The task is: Predict the product of the given reaction. (1) Given the reactants ClC(Cl)(Cl)CO[C:5](=[O:19])[NH:6][C:7]1[N:8]([CH2:16][CH2:17][OH:18])[N:9]=[C:10]([C:12]([CH3:15])([CH3:14])[CH3:13])[CH:11]=1.[CH3:22][C@H:23]1[CH2:28][CH2:27][CH2:26][CH2:25][N:24]1[C:29]1[N:33]2[CH:34]=[C:35]([O:38][C@H:39]3[C:48]4[C:43](=[CH:44][CH:45]=[CH:46][CH:47]=4)[C@@H:42]([NH2:49])[CH2:41][CH2:40]3)[CH:36]=[CH:37][C:32]2=[N:31][N:30]=1.CCN(C(C)C)C(C)C, predict the reaction product. The product is: [C:12]([C:10]1[CH:11]=[C:7]([NH:6][C:5]([NH:49][C@@H:42]2[C:43]3[C:48](=[CH:47][CH:46]=[CH:45][CH:44]=3)[C@H:39]([O:38][C:35]3[CH:36]=[CH:37][C:32]4[N:33]([C:29]([N:24]5[CH2:25][CH2:26][CH2:27][CH2:28][C@@H:23]5[CH3:22])=[N:30][N:31]=4)[CH:34]=3)[CH2:40][CH2:41]2)=[O:19])[N:8]([CH2:16][CH2:17][OH:18])[N:9]=1)([CH3:13])([CH3:14])[CH3:15]. (2) Given the reactants [CH2:1]([NH:8][C:9](=[O:33])[N:10]([CH2:31][CH3:32])[CH2:11][C:12]1[CH:17]=[C:16]([C:18]([F:21])([F:20])[F:19])[CH:15]=[CH:14][C:13]=1B1OC(C)(C)C(C)(C)O1)[C:2]1[CH:7]=[CH:6][CH:5]=[CH:4][CH:3]=1.Br[C:35]1[CH:36]=[C:37]([C@H:42]([CH3:58])[C:43](N2[C@H](C)[C@H](C3C=CC=CC=3)OC2=O)=[O:44])[CH:38]=[C:39]([Cl:41])[CH:40]=1.[O:59]1CCNC1=O, predict the reaction product. The product is: [CH2:1]([NH:8][C:9](=[O:33])[N:10]([CH2:11][C:12]1[CH:17]=[C:16]([C:18]([F:19])([F:20])[F:21])[CH:15]=[CH:14][C:13]=1[C:35]1[CH:40]=[C:39]([Cl:41])[CH:38]=[C:37]([CH:42]([CH3:58])[C:43]([OH:44])=[O:59])[CH:36]=1)[CH2:31][CH3:32])[C:2]1[CH:3]=[CH:4][CH:5]=[CH:6][CH:7]=1.